This data is from Catalyst prediction with 721,799 reactions and 888 catalyst types from USPTO. The task is: Predict which catalyst facilitates the given reaction. (1) The catalyst class is: 5. Reactant: [Cl:1][C:2]1[CH:3]=[C:4]2[C:8](=[CH:9][CH:10]=1)[N:7]([S:11]([C:14]1[CH:19]=[CH:18][C:17]([O:20][CH3:21])=[C:16]([N:22]3[CH2:27][CH2:26][NH:25][CH2:24][CH2:23]3)[CH:15]=1)(=[O:13])=[O:12])[CH:6]=[C:5]2[CH3:28].[C:29]([BH3-])#N.[Na+].C=O. Product: [Cl:1][C:2]1[CH:3]=[C:4]2[C:8](=[CH:9][CH:10]=1)[N:7]([S:11]([C:14]1[CH:19]=[CH:18][C:17]([O:20][CH3:21])=[C:16]([N:22]3[CH2:27][CH2:26][N:25]([CH3:29])[CH2:24][CH2:23]3)[CH:15]=1)(=[O:13])=[O:12])[CH:6]=[C:5]2[CH3:28]. (2) Reactant: [CH2:1]([O:4][C:5](=[O:43])[C:6]1[CH:11]=[CH:10][C:9]([N:12](C(OC(C)(C)C)=O)[CH2:13][C:14]2[CH:19]=[CH:18][C:17]([O:20][C:21](F)(F)F)=[CH:16][CH:15]=2)=[C:8]([NH:32][C:33](=O)[CH2:34][O:35][C:36]2[CH:41]=[CH:40][CH:39]=[CH:38][CH:37]=2)[CH:7]=1)[CH:2]=[CH2:3].Cl. The catalyst class is: 71. Product: [CH2:1]([O:4][C:5]([C:6]1[CH:11]=[CH:10][C:9]2[N:12]([CH2:13][C:14]3[CH:19]=[CH:18][C:17]([O:20][CH3:21])=[CH:16][CH:15]=3)[C:33]([CH2:34][O:35][C:36]3[CH:37]=[CH:38][CH:39]=[CH:40][CH:41]=3)=[N:32][C:8]=2[CH:7]=1)=[O:43])[CH:2]=[CH2:3]. (3) Reactant: [C:1]([C@@H:4]1[C@@H:13](O)[C:12]2[C:7](=[CH:8][CH:9]=[CH:10][CH:11]=2)[C:6](=[O:15])[CH2:5]1)(=[O:3])[CH3:2].Cl. Product: [OH:15][C:6]1[C:7]2[C:12](=[CH:11][CH:10]=[CH:9][CH:8]=2)[CH:13]=[C:4]([C:1](=[O:3])[CH3:2])[CH:5]=1. The catalyst class is: 5. (4) Reactant: [F:1][C:2]1[CH:3]=[C:4]([CH:22]=[C:23]([F:25])[CH:24]=1)[CH2:5][C@H:6]1[CH2:11][C@H:10]([C:12]2[O:16][NH:15][C:14](=[O:17])[CH:13]=2)[CH2:9][CH2:8][N:7]1[C:18]([O:20][CH3:21])=[O:19].CCCCCCC.CC(O)C. Product: [F:25][C:23]1[CH:22]=[C:4]([CH:3]=[C:2]([F:1])[CH:24]=1)[CH2:5][C@@H:6]1[CH2:11][C@@H:10]([C:12]2[O:16][NH:15][C:14](=[O:17])[CH:13]=2)[CH2:9][CH2:8][N:7]1[C:18]([O:20][CH3:21])=[O:19].[F:25][C:23]1[CH:22]=[C:4]([CH:3]=[C:2]([F:1])[CH:24]=1)[CH2:5][C@H:6]1[CH2:11][C@H:10]([C:12]2[O:16][NH:15][C:14](=[O:17])[CH:13]=2)[CH2:9][CH2:8][N:7]1[C:18]([O:20][CH3:21])=[O:19]. The catalyst class is: 10. (5) Reactant: [F:1][C:2]1[CH:7]=[CH:6][C:5]([CH:8]2[O:12]C(=O)[NH:10][CH:9]2[CH2:14][C:15]2[CH:20]=[CH:19][CH:18]=[C:17]([S:21][C:22]([F:25])([F:24])[F:23])[CH:16]=2)=[CH:4][CH:3]=1.[OH-].[Na+].O. Product: [NH2:10][CH:9]([CH2:14][C:15]1[CH:20]=[CH:19][CH:18]=[C:17]([S:21][C:22]([F:25])([F:24])[F:23])[CH:16]=1)[CH:8]([C:5]1[CH:6]=[CH:7][C:2]([F:1])=[CH:3][CH:4]=1)[OH:12]. The catalyst class is: 8. (6) The catalyst class is: 2. Product: [S:1]1[CH:5]=[CH:4][CH:3]=[C:2]1[C:6]1[N:13]2[C:9](=[CH:8][C:7]=1[C:17]1[CH:22]=[CH:21][N:20]=[CH:19][CH:18]=1)[CH2:10][CH2:11][CH2:12]2. Reactant: [S:1]1[CH:5]=[CH:4][CH:3]=[C:2]1[C:6]1[N:13]2[C:9]([CH2:10][CH2:11][CH2:12]2)=[C:8](C(O)=O)[C:7]=1[C:17]1[CH:22]=[CH:21][N:20]=[CH:19][CH:18]=1.C(=O)=O. (7) Reactant: [C:1]([C:3]1[CH:8]=[CH:7][C:6]([S:9]([NH:12][CH3:13])(=[O:11])=[O:10])=[CH:5][CH:4]=1)#[N:2]. Product: [NH2:2][CH2:1][C:3]1[CH:4]=[CH:5][C:6]([S:9]([NH:12][CH3:13])(=[O:11])=[O:10])=[CH:7][CH:8]=1. The catalyst class is: 458. (8) Product: [CH2:1]([O:4][C:5]([O:7][C@H:8]1[C@H:21]([O:22][P:43]2(=[O:64])[O:44][CH2:45][C:46]3[CH:53]=[CH:52][CH:51]=[CH:50][C:47]=3[CH2:48][O:49]2)[C@@H:20]([CH2:23][O:24][CH2:25][C:26]2[CH:31]=[CH:30][CH:29]=[CH:28][CH:27]=2)[O:19][C@@H:10]([O:11][Si:12]([C:15]([CH3:18])([CH3:17])[CH3:16])([CH3:13])[CH3:14])[C@@H:9]1[N:32]=[N+:33]=[N-:34])=[O:6])[CH:2]=[CH2:3]. The catalyst class is: 2. Reactant: [CH2:1]([O:4][C:5]([O:7][C@H:8]1[C@H:21]([OH:22])[C@@H:20]([CH2:23][O:24][CH2:25][C:26]2[CH:31]=[CH:30][CH:29]=[CH:28][CH:27]=2)[O:19][C@@H:10]([O:11][Si:12]([C:15]([CH3:18])([CH3:17])[CH3:16])([CH3:14])[CH3:13])[C@@H:9]1[N:32]=[N+:33]=[N-:34])=[O:6])[CH:2]=[CH2:3].N1C=NN=N1.C(N(CC)[P:43]1[O:49][CH2:48][C:47]2[CH:50]=[CH:51][CH:52]=[CH:53][C:46]=2[CH2:45][O:44]1)C.C1C=C(Cl)C=C(C(OO)=[O:64])C=1.